From a dataset of NCI-60 drug combinations with 297,098 pairs across 59 cell lines. Regression. Given two drug SMILES strings and cell line genomic features, predict the synergy score measuring deviation from expected non-interaction effect. (1) Drug 1: C1=CC(=CC=C1C#N)C(C2=CC=C(C=C2)C#N)N3C=NC=N3. Drug 2: CC1CCCC2(C(O2)CC(NC(=O)CC(C(C(=O)C(C1O)C)(C)C)O)C(=CC3=CSC(=N3)C)C)C. Cell line: COLO 205. Synergy scores: CSS=50.2, Synergy_ZIP=-3.01, Synergy_Bliss=-3.10, Synergy_Loewe=-12.4, Synergy_HSA=2.66. (2) Drug 1: C1CN1C2=NC(=NC(=N2)N3CC3)N4CC4. Drug 2: CC12CCC3C(C1CCC2=O)CC(=C)C4=CC(=O)C=CC34C. Cell line: SR. Synergy scores: CSS=56.7, Synergy_ZIP=-0.167, Synergy_Bliss=-1.25, Synergy_Loewe=-9.12, Synergy_HSA=-1.62. (3) Drug 1: C1CC(C1)(C(=O)O)C(=O)O.[NH2-].[NH2-].[Pt+2]. Drug 2: C1=CC=C(C(=C1)C(C2=CC=C(C=C2)Cl)C(Cl)Cl)Cl. Cell line: HOP-92. Synergy scores: CSS=4.59, Synergy_ZIP=1.37, Synergy_Bliss=5.41, Synergy_Loewe=-0.0661, Synergy_HSA=2.56.